From a dataset of Peptide-MHC class II binding affinity with 134,281 pairs from IEDB. Regression. Given a peptide amino acid sequence and an MHC pseudo amino acid sequence, predict their binding affinity value. This is MHC class II binding data. (1) The peptide sequence is NQEILELAQSETCSP. The MHC is DRB3_0202 with pseudo-sequence DRB3_0202. The binding affinity (normalized) is 0. (2) The peptide sequence is AKPDGKTDCTKEVEE. The MHC is DRB1_0301 with pseudo-sequence DRB1_0301. The binding affinity (normalized) is 0.345. (3) The peptide sequence is EEGKCGLNSVDSLEH. The MHC is DRB1_0301 with pseudo-sequence DRB1_0301. The binding affinity (normalized) is 0.319. (4) The peptide sequence is AVSGDDCVVRPIDDR. The MHC is DRB1_1101 with pseudo-sequence DRB1_1101. The binding affinity (normalized) is 0.